From a dataset of Full USPTO retrosynthesis dataset with 1.9M reactions from patents (1976-2016). Predict the reactants needed to synthesize the given product. Given the product [CH3:13][C:6]1[CH:7]=[C:8]([CH:11]=[CH:12][C:5]=1[S:2][CH3:1])[C:9]#[N:10], predict the reactants needed to synthesize it. The reactants are: [CH3:1][S-:2].[Na+].F[C:5]1[CH:12]=[CH:11][C:8]([C:9]#[N:10])=[CH:7][C:6]=1[CH3:13].